From a dataset of NCI-60 drug combinations with 297,098 pairs across 59 cell lines. Regression. Given two drug SMILES strings and cell line genomic features, predict the synergy score measuring deviation from expected non-interaction effect. (1) Drug 1: CC12CCC(CC1=CCC3C2CCC4(C3CC=C4C5=CN=CC=C5)C)O. Drug 2: C1C(C(OC1N2C=NC3=C(N=C(N=C32)Cl)N)CO)O. Cell line: OVCAR3. Synergy scores: CSS=13.5, Synergy_ZIP=-1.75, Synergy_Bliss=1.79, Synergy_Loewe=-1.72, Synergy_HSA=0.939. (2) Drug 1: C1=CC(=CC=C1CCCC(=O)O)N(CCCl)CCCl. Drug 2: CS(=O)(=O)OCCCCOS(=O)(=O)C. Cell line: UACC-257. Synergy scores: CSS=-7.83, Synergy_ZIP=-1.30, Synergy_Bliss=-9.89, Synergy_Loewe=-20.2, Synergy_HSA=-14.5. (3) Drug 1: CCC(=C(C1=CC=CC=C1)C2=CC=C(C=C2)OCCN(C)C)C3=CC=CC=C3.C(C(=O)O)C(CC(=O)O)(C(=O)O)O. Cell line: SW-620. Synergy scores: CSS=36.7, Synergy_ZIP=0.132, Synergy_Bliss=0.289, Synergy_Loewe=-28.7, Synergy_HSA=-1.27. Drug 2: CC1C(C(CC(O1)OC2CC(OC(C2O)C)OC3=CC4=CC5=C(C(=O)C(C(C5)C(C(=O)C(C(C)O)O)OC)OC6CC(C(C(O6)C)O)OC7CC(C(C(O7)C)O)OC8CC(C(C(O8)C)O)(C)O)C(=C4C(=C3C)O)O)O)O. (4) Drug 1: CC1C(C(=O)NC(C(=O)N2CCCC2C(=O)N(CC(=O)N(C(C(=O)O1)C(C)C)C)C)C(C)C)NC(=O)C3=C4C(=C(C=C3)C)OC5=C(C(=O)C(=C(C5=N4)C(=O)NC6C(OC(=O)C(N(C(=O)CN(C(=O)C7CCCN7C(=O)C(NC6=O)C(C)C)C)C)C(C)C)C)N)C. Drug 2: C1CCC(C(C1)N)N.C(=O)(C(=O)[O-])[O-].[Pt+4]. Cell line: 786-0. Synergy scores: CSS=41.0, Synergy_ZIP=-6.81, Synergy_Bliss=-2.51, Synergy_Loewe=1.83, Synergy_HSA=4.71. (5) Drug 1: CS(=O)(=O)CCNCC1=CC=C(O1)C2=CC3=C(C=C2)N=CN=C3NC4=CC(=C(C=C4)OCC5=CC(=CC=C5)F)Cl. Drug 2: CCC1(C2=C(COC1=O)C(=O)N3CC4=CC5=C(C=CC(=C5CN(C)C)O)N=C4C3=C2)O. Cell line: HT29. Synergy scores: CSS=72.6, Synergy_ZIP=1.27, Synergy_Bliss=-1.46, Synergy_Loewe=-3.27, Synergy_HSA=1.86. (6) Drug 1: C(CC(=O)O)C(=O)CN.Cl. Drug 2: COC1=C2C(=CC3=C1OC=C3)C=CC(=O)O2. Cell line: SF-295. Synergy scores: CSS=27.9, Synergy_ZIP=-7.35, Synergy_Bliss=-0.0142, Synergy_Loewe=-0.967, Synergy_HSA=-0.197. (7) Drug 1: C1=CC(=CC=C1CCC2=CNC3=C2C(=O)NC(=N3)N)C(=O)NC(CCC(=O)O)C(=O)O. Drug 2: CC1=CC=C(C=C1)C2=CC(=NN2C3=CC=C(C=C3)S(=O)(=O)N)C(F)(F)F. Cell line: DU-145. Synergy scores: CSS=19.0, Synergy_ZIP=-3.29, Synergy_Bliss=0.206, Synergy_Loewe=0.952, Synergy_HSA=2.54.